This data is from Reaction yield outcomes from USPTO patents with 853,638 reactions. The task is: Predict the reaction yield, written as a fraction of the theoretical maximum amount of product (1.0 means a 100% yield; for example, 0.34 means a 34% yield). (1) The reactants are [O:1]1[C:5]2[CH:6]=[CH:7][C:8]([C:10]3([C:13]([NH:15][C:16]4[CH:17]=[C:18]5[C:22](=[CH:23][CH:24]=4)[NH:21][C:20]([C:25]([CH3:28])([CH3:27])[CH3:26])=[C:19]5[CH:29]=O)=[O:14])[CH2:12][CH2:11]3)=[CH:9][C:4]=2[O:3][CH2:2]1.Cl.[NH2:32][OH:33]. The catalyst is ClCCl. The product is [O:1]1[C:5]2[CH:6]=[CH:7][C:8]([C:10]3([C:13]([NH:15][C:16]4[CH:17]=[C:18]5[C:22](=[CH:23][CH:24]=4)[NH:21][C:20]([C:25]([CH3:28])([CH3:26])[CH3:27])=[C:19]5/[CH:29]=[N:32]\[OH:33])=[O:14])[CH2:12][CH2:11]3)=[CH:9][C:4]=2[O:3][CH2:2]1. The yield is 0.770. (2) The reactants are [CH3:1][O:2][C:3]1[C:4]([N:16]2[CH2:21][CH2:20][O:19][CH2:18][CH2:17]2)=[N:5][C:6]([C:9]2[CH:14]=[CH:13][C:12]([NH2:15])=[CH:11][CH:10]=2)=[N:7][CH:8]=1.C(=O)(O)[O-].[Na+].Cl[C:28]([O:30][C:31]1[CH:36]=[CH:35][CH:34]=[CH:33][CH:32]=1)=[O:29]. The catalyst is C(OCC)(=O)C. The product is [C:31]1([O:30][C:28](=[O:29])[NH:15][C:12]2[CH:13]=[CH:14][C:9]([C:6]3[N:5]=[C:4]([N:16]4[CH2:21][CH2:20][O:19][CH2:18][CH2:17]4)[C:3]([O:2][CH3:1])=[CH:8][N:7]=3)=[CH:10][CH:11]=2)[CH:36]=[CH:35][CH:34]=[CH:33][CH:32]=1. The yield is 0.405. (3) The yield is 0.600. The reactants are Br[C:2]1[CH:3]=[CH:4][C:5]2[O:14][CH2:13][CH2:12][C:11]3[S:10][C:9]([C:15]4[N:16]([CH:20]([CH3:22])[CH3:21])[N:17]=[CH:18][N:19]=4)=[N:8][C:7]=3[C:6]=2[CH:23]=1.[CH3:24][O:25][C:26]1[C:31](B(O)O)=[CH:30][CH:29]=[CH:28][N:27]=1. The catalyst is CN(C=O)C. The product is [CH:20]([N:16]1[C:15]([C:9]2[S:10][C:11]3[CH2:12][CH2:13][O:14][C:5]4[CH:4]=[CH:3][C:2]([C:31]5[C:26]([O:25][CH3:24])=[N:27][CH:28]=[CH:29][CH:30]=5)=[CH:23][C:6]=4[C:7]=3[N:8]=2)=[N:19][CH:18]=[N:17]1)([CH3:22])[CH3:21]. (4) The product is [C:21]([C:2]1[CH:3]=[CH:4][C:5]2[C:10](=[CH:9][CH:8]=[CH:7][CH:6]=2)[N:1]=1)#[N:22]. The catalyst is O. The reactants are [N+:1]1([O-])[C:10]2[C:5](=[CH:6][CH:7]=[CH:8][CH:9]=2)[CH:4]=[CH:3][CH:2]=1.C(Cl)(=O)C1C=CC=CC=1.[C-:21]#[N:22].[K+].O1CCOCC1. The yield is 1.00.